Dataset: Reaction yield outcomes from USPTO patents with 853,638 reactions. Task: Predict the reaction yield, written as a fraction of the theoretical maximum amount of product (1.0 means a 100% yield; for example, 0.34 means a 34% yield). (1) The reactants are [F:1][C:2](F)([CH2:12][CH:13](I)[Si](C)(C)C)[C:3]([C:5]1[CH:10]=[CH:9][CH:8]=[CH:7][C:6]=1[CH3:11])=O.[NH3:20]. The catalyst is O1CCCC1. The product is [F:1][C:2]1[CH:12]=[CH:13][NH:20][C:3]=1[C:5]1[CH:10]=[CH:9][CH:8]=[CH:7][C:6]=1[CH3:11]. The yield is 0.780. (2) The reactants are I[CH3:2].[I:3][C:4]1[CH:5]=[C:6]([C:10]2[N:14]=[C:13]([CH:15]3[CH2:20][O:19][CH2:18][CH2:17][N:16]3[C:21](=[S:24])[NH:22][CH3:23])[O:12][N:11]=2)[CH:7]=[CH:8][CH:9]=1. The catalyst is CO. The product is [I:3][C:4]1[CH:5]=[C:6]([C:10]2[N:14]=[C:13]([CH:15]3[CH2:20][O:19][CH2:18][CH2:17][N:16]3[C:21]([S:24][CH3:2])=[N:22][CH3:23])[O:12][N:11]=2)[CH:7]=[CH:8][CH:9]=1. The yield is 0.960. (3) The reactants are I[C:2]1[CH:9]=[CH:8][C:5]([CH:6]=[O:7])=[CH:4][CH:3]=1.[C:10]([S-:12])#[N:11].[K+].CN(C=O)C. The catalyst is C1(C)C=CC=CC=1.O. The product is [S:12]([C:2]1[CH:9]=[CH:8][C:5]([CH:6]=[O:7])=[CH:4][CH:3]=1)[C:10]#[N:11]. The yield is 0.200. (4) The reactants are [Cl:1][C:2]1[CH:27]=[C:26]([Cl:28])[CH:25]=[CH:24][C:3]=1[CH2:4][O:5][C:6]1[CH:11]=[C:10]([O:12][CH2:13][CH2:14][O:15][CH3:16])[CH:9]=[CH:8][C:7]=1/[CH:17]=[CH:18]/[C:19]([O:21]CC)=[O:20].[OH-].[Na+]. The catalyst is O1CCCC1.C(O)C. The product is [Cl:1][C:2]1[CH:27]=[C:26]([Cl:28])[CH:25]=[CH:24][C:3]=1[CH2:4][O:5][C:6]1[CH:11]=[C:10]([O:12][CH2:13][CH2:14][O:15][CH3:16])[CH:9]=[CH:8][C:7]=1/[CH:17]=[CH:18]/[C:19]([OH:21])=[O:20]. The yield is 0.990. (5) The reactants are [CH2:1]([O:8][C:9]([NH:11][C:12]1[C:13]([C:23](O)=[O:24])=[N:14][C:15]2[C:20]([CH:21]=1)=[CH:19][CH:18]=[C:17]([Br:22])[CH:16]=2)=[O:10])[C:2]1[CH:7]=[CH:6][CH:5]=[CH:4][CH:3]=1.[NH2:26][C:27]1[CH:28]=[N:29][CH:30]=[CH:31][C:32]=1[N:33]1[CH2:38][C@H:37]([CH3:39])[CH2:36][C@H:35]([NH:40][C:41](=[O:47])[O:42][C:43]([CH3:46])([CH3:45])[CH3:44])[CH2:34]1.CN(C(ON1N=NC2C=CC=NC1=2)=[N+](C)C)C.F[P-](F)(F)(F)(F)F.CCN(C(C)C)C(C)C. The catalyst is CN(C=O)C. The product is [Br:22][C:17]1[CH:16]=[C:15]2[C:20]([CH:21]=[C:12]([NH:11][C:9](=[O:10])[O:8][CH2:1][C:2]3[CH:3]=[CH:4][CH:5]=[CH:6][CH:7]=3)[C:13]([C:23]([NH:26][C:27]3[CH:28]=[N:29][CH:30]=[CH:31][C:32]=3[N:33]3[CH2:38][C@H:37]([CH3:39])[CH2:36][C@H:35]([NH:40][C:41]([O:42][C:43]([CH3:46])([CH3:45])[CH3:44])=[O:47])[CH2:34]3)=[O:24])=[N:14]2)=[CH:19][CH:18]=1. The yield is 0.510. (6) The reactants are [NH:1]([C:3]1[N:8]=[CH:7][N:6]=[C:5]([OH:9])[CH:4]=1)[NH2:2].N(C1NC=NC(=O)C=1)N.[CH3:19][CH2:20][C:21](=O)[CH2:22][CH3:23]. The catalyst is C(O)C. The product is [CH3:19][CH2:20][C:21](=[N:2][NH:1][C:3]1[N:8]=[CH:7][N:6]=[C:5]([OH:9])[CH:4]=1)[CH2:22][CH3:23]. The yield is 0.720.